The task is: Predict the reaction yield, written as a fraction of the theoretical maximum amount of product (1.0 means a 100% yield; for example, 0.34 means a 34% yield).. This data is from Reaction yield outcomes from USPTO patents with 853,638 reactions. (1) The reactants are O[CH2:2][C:3]([C:5]1[CH:10]=[CH:9][CH:8]=[CH:7][CH:6]=1)=O.S1C=CN=[C:12]1[CH:16]=O.[O:18]([CH3:20])[Na]. The catalyst is C1COCC1. The product is [C:5]1([CH:3]=[CH:2][C:20]([C:16]2[CH:12]=[CH:6][CH:5]=[CH:3][CH:2]=2)=[O:18])[CH:10]=[CH:9][CH:8]=[CH:7][CH:6]=1. The yield is 0.270. (2) The reactants are COC1C=CC(C[N:8](CC2C=CC(OC)=CC=2)[C:9]2[N:14]=[C:13]([C:15]3[C:16]([NH:27][C:28]4[CH:29]=[N:30][C:31]([O:34][CH3:35])=[CH:32][CH:33]=4)=[N:17][CH:18]=[C:19]([C:21]4[CH:26]=[CH:25][N:24]=[N:23][CH:22]=4)[CH:20]=3)[N:12]=[C:11]([CH3:36])[N:10]=2)=CC=1. The catalyst is C(O)(C(F)(F)F)=O. The product is [CH3:35][O:34][C:31]1[N:30]=[CH:29][C:28]([NH:27][C:16]2[C:15]([C:13]3[N:12]=[C:11]([CH3:36])[N:10]=[C:9]([NH2:8])[N:14]=3)=[CH:20][C:19]([C:21]3[CH:26]=[CH:25][N:24]=[N:23][CH:22]=3)=[CH:18][N:17]=2)=[CH:33][CH:32]=1. The yield is 0.110. (3) The reactants are CO[C:3]1[CH:4]=[C:5]2[C:9](=[CH:10][C:11]=1[O:12][CH3:13])[NH:8][C:7]([CH2:14]C(N)=O)=[C:6]2[C:18]1[CH:23]=[CH:22][C:21]([O:24][CH3:25])=[CH:20][CH:19]=1.FC(F)(F)C(O[C:31](=[O:36])C(F)(F)F)=O.[N:39]1C=CC=CC=1. The catalyst is O1CCOCC1. The product is [CH3:31][O:36][C:22]1[CH:23]=[C:18]2[C:19](=[CH:20][C:21]=1[O:24][CH3:25])[NH:8][C:7]([C:14]#[N:39])=[C:6]2[C:5]1[CH:4]=[CH:3][C:11]([O:12][CH3:13])=[CH:10][CH:9]=1. The yield is 0.530. (4) The reactants are [C:1]1([CH2:7][CH2:8][CH:9]([OH:24])[CH2:10][CH:11]=[CH:12][CH2:13][Si:14]([CH:21]([CH3:23])[CH3:22])([CH:18]([CH3:20])[CH3:19])[CH:15]([CH3:17])[CH3:16])[CH:6]=[CH:5][CH:4]=[CH:3][CH:2]=1.[B-](F)(F)(F)[F:26].[B-](F)(F)(F)F.C1[N+]2(CCl)CC[N+](F)(CC2)C1.CCCCCC.CCOCC. The catalyst is C(#N)C. The product is [F:26][CH:11]1[CH2:10][CH:9]([CH2:8][CH2:7][C:1]2[CH:6]=[CH:5][CH:4]=[CH:3][CH:2]=2)[O:24][CH:12]1[CH2:13][Si:14]([CH:21]([CH3:23])[CH3:22])([CH:15]([CH3:16])[CH3:17])[CH:18]([CH3:20])[CH3:19]. The yield is 0.660. (5) The reactants are [Br:1][C:2]1[CH:12]=[CH:11][CH:10]=[C:9]([Br:13])[C:3]=1[O:4][CH2:5][C:6]([NH2:8])=O.B.CSC.[ClH:18]. The catalyst is O1CCCC1. The product is [ClH:18].[Br:1][C:2]1[CH:12]=[CH:11][CH:10]=[C:9]([Br:13])[C:3]=1[O:4][CH2:5][CH2:6][NH2:8]. The yield is 0.733.